Dataset: Reaction yield outcomes from USPTO patents with 853,638 reactions. Task: Predict the reaction yield, written as a fraction of the theoretical maximum amount of product (1.0 means a 100% yield; for example, 0.34 means a 34% yield). (1) The reactants are C(O)C.[NH2:4][NH2:5].[Cl:6][C:7]1[CH:12]=[C:11]([NH:13][C:14](=[N:17][C:18]#[N:19])SC)[CH:10]=[C:9]([C:20]([F:23])([F:22])[F:21])[C:8]=1[S:24][C:25]1[CH:34]=[CH:33][C:28]([C:29]([O:31][CH3:32])=[O:30])=[CH:27][CH:26]=1. The catalyst is C(OCC)(=O)C. The product is [CH3:32][O:31][C:29](=[O:30])[C:28]1[CH:33]=[CH:34][C:25]([S:24][C:8]2[C:9]([C:20]([F:23])([F:22])[F:21])=[CH:10][C:11]([NH:13][C:14]3[N:17]=[C:18]([NH2:19])[NH:5][N:4]=3)=[CH:12][C:7]=2[Cl:6])=[CH:26][CH:27]=1. The yield is 0.970. (2) The reactants are F[C:2]1[CH:20]=[C:19]([C:21]([F:24])([F:23])[F:22])[CH:18]=[C:17]([C:25]([F:28])([F:27])[F:26])[C:3]=1[C:4]([NH:6][C:7]1[CH:12]=[CH:11][CH:10]=[C:9]([S:13](=[O:16])(=[O:15])[NH2:14])[CH:8]=1)=[O:5].[F:29][C:30]1[CH:35]=[CH:34][C:33]([OH:36])=[C:32]([O:37][CH3:38])[CH:31]=1.C([O-])([O-])=O.[K+].[K+]. The yield is 0.500. The product is [F:29][C:30]1[CH:35]=[CH:34][C:33]([O:36][C:2]2[CH:20]=[C:19]([C:21]([F:22])([F:24])[F:23])[CH:18]=[C:17]([C:25]([F:27])([F:28])[F:26])[C:3]=2[C:4]([NH:6][C:7]2[CH:12]=[CH:11][CH:10]=[C:9]([S:13](=[O:15])(=[O:16])[NH2:14])[CH:8]=2)=[O:5])=[C:32]([O:37][CH3:38])[CH:31]=1. The catalyst is CN(C=O)C. (3) The reactants are [OH:1][C:2]1[CH:7]=[CH:6][C:5]([N:8]2[CH2:13][CH2:12][N:11]([C:14]([O:16][C:17]([CH3:20])([CH3:19])[CH3:18])=[O:15])[CH2:10][CH2:9]2)=[CH:4][CH:3]=1.C(=O)([O-])[O-].[K+].[K+].Br[CH2:28][CH2:29][F:30]. The catalyst is CS(C)=O.[I-].[K+]. The product is [F:30][CH2:29][CH2:28][O:1][C:2]1[CH:7]=[CH:6][C:5]([N:8]2[CH2:13][CH2:12][N:11]([C:14]([O:16][C:17]([CH3:20])([CH3:19])[CH3:18])=[O:15])[CH2:10][CH2:9]2)=[CH:4][CH:3]=1. The yield is 0.380. (4) The reactants are C(C1C=CC=CC=1N[C:11](=[O:20])[C:12]1[CH:17]=[CH:16][C:15]([O:18][CH3:19])=[CH:14][CH:13]=1)(=O)C.[CH3:21][C:22](C)([O-:24])[CH3:23].[K+].[NH4+:27].[Cl-]. The catalyst is C(O)(C)(C)C. The product is [NH2:27][C:16]1[CH:17]=[CH:12][CH:13]=[CH:14][C:21]=1[C:22](=[O:24])[CH2:23][C:11]([C:12]1[CH:13]=[CH:14][C:15]([O:18][CH3:19])=[CH:16][CH:17]=1)=[O:20]. The yield is 0.490. (5) The reactants are [F:1][C:2]1[CH:3]=[C:4]([Mg]Br)[CH:5]=[CH:6][CH:7]=1.C1COCC1.[NH2:15][C:16]1[C:17]([C:38](N(OC)C)=[O:39])=[N:18][C:19]([C:22]2[CH:27]=[CH:26][CH:25]=[C:24]([C:28]([NH:30][CH2:31][C:32]3[CH:37]=[CH:36][CH:35]=[CH:34][CH:33]=3)=[O:29])[CH:23]=2)=[CH:20][N:21]=1. The catalyst is O. The product is [NH2:15][C:16]1[N:21]=[CH:20][C:19]([C:22]2[CH:23]=[C:24]([CH:25]=[CH:26][CH:27]=2)[C:28]([NH:30][CH2:31][C:32]2[CH:33]=[CH:34][CH:35]=[CH:36][CH:37]=2)=[O:29])=[N:18][C:17]=1[C:38]([C:4]1[CH:5]=[CH:6][CH:7]=[C:2]([F:1])[CH:3]=1)=[O:39]. The yield is 0.0400. (6) The reactants are [C:1]([CH2:3][CH2:4][CH2:5][CH2:6][CH2:7][B:8]([O:14]CCCC)[O:9]CCCC)#N.[OH-:19].[K+].S(=O)(=O)(O)[OH:22]. The catalyst is O. The product is [C:1]([CH2:3][CH2:4][CH2:5][CH2:6][CH2:7][B:8]([OH:14])[OH:9])([OH:22])=[O:19]. The yield is 0.470. (7) The reactants are Cl[C:2]1[CH:7]=[C:6]([NH:8][C:9]2[CH:14]=[CH:13][C:12]([CH3:15])=[CH:11][CH:10]=2)[CH:5]=[C:4](Cl)[N:3]=1.C([O-])([O-])=O.[Na+].[Na+].[C:23]1(B(O)O)[CH:28]=[CH:27][CH:26]=[CH:25][CH:24]=1. The catalyst is C(#N)C.ClCCl.C1(P(C2C=CC=CC=2)C2C=CC=CC=2)C=CC=CC=1.C1(P(C2C=CC=CC=2)C2C=CC=CC=2)C=CC=CC=1.C1(P(C2C=CC=CC=2)C2C=CC=CC=2)C=CC=CC=1.C1(P(C2C=CC=CC=2)C2C=CC=CC=2)C=CC=CC=1.[Pd]. The product is [C:23]1([C:2]2[CH:7]=[C:6]([NH:8][C:9]3[CH:14]=[CH:13][C:12]([CH3:15])=[CH:11][CH:10]=3)[CH:5]=[C:4]([C:9]3[CH:14]=[CH:13][CH:12]=[CH:11][CH:10]=3)[N:3]=2)[CH:28]=[CH:27][CH:26]=[CH:25][CH:24]=1. The yield is 0.860. (8) The reactants are [CH2:1]1[O:3][CH:2]1[CH2:4][OH:5].[F:6][C:7]([F:18])([F:17])[O:8][C:9]1[CH:16]=[CH:15][C:12]([CH2:13]Br)=[CH:11][CH:10]=1.[H-].[Na+]. The catalyst is CN(C=O)C. The product is [F:6][C:7]([F:17])([F:18])[O:8][C:9]1[CH:16]=[CH:15][C:12]([CH2:13][O:5][CH2:4][CH:2]2[CH2:1][O:3]2)=[CH:11][CH:10]=1. The yield is 0.620.